Dataset: Catalyst prediction with 721,799 reactions and 888 catalyst types from USPTO. Task: Predict which catalyst facilitates the given reaction. (1) Reactant: [F:1][C:2]1[CH:7]=[CH:6][C:5]([C:8]2[O:12][N:11]=[CH:10][C:9]=2[C:13]([OH:15])=O)=[CH:4][CH:3]=1.CN(C(ON1N=NC2C=CC=CC1=2)=[N+](C)C)C.[B-](F)(F)(F)F.Cl.[NH:39]1[CH2:44][CH2:43][CH2:42][C@H:41]([C:45]([OH:48])([CH3:47])[CH3:46])[CH2:40]1.C(N(CC)CC)C. Product: [F:1][C:2]1[CH:3]=[CH:4][C:5]([C:8]2[O:12][N:11]=[CH:10][C:9]=2[C:13]([N:39]2[CH2:44][CH2:43][CH2:42][C@H:41]([C:45]([OH:48])([CH3:47])[CH3:46])[CH2:40]2)=[O:15])=[CH:6][CH:7]=1. The catalyst class is: 2. (2) Reactant: C([O:8][N:9]1[C:15](=[O:16])[N:14]2[CH2:17][C@H:10]1[CH2:11][CH2:12][C@H:13]2[C:18]([NH:20][C@H:21]1[CH2:25][CH2:24][N:23]([C:26]([O:28][C:29]([CH3:32])([CH3:31])[CH3:30])=[O:27])[CH2:22]1)=[O:19])C1C=CC=CC=1. Product: [OH:8][N:9]1[C:15](=[O:16])[N:14]2[CH2:17][C@H:10]1[CH2:11][CH2:12][C@H:13]2[C:18]([NH:20][C@H:21]1[CH2:25][CH2:24][N:23]([C:26]([O:28][C:29]([CH3:32])([CH3:31])[CH3:30])=[O:27])[CH2:22]1)=[O:19]. The catalyst class is: 43. (3) Reactant: C(N(CC)CC)C.[CH2:8]([O:10][C:11](=[O:23])[CH2:12][CH2:13][CH2:14][CH2:15][CH2:16][CH2:17][C:18](OCC)=[NH:19])[CH3:9].[C:24]([NH:32][NH2:33])(=[O:31])[C:25]1[CH:30]=[CH:29][CH:28]=[CH:27][CH:26]=1. Product: [CH2:8]([O:10][C:11](=[O:23])[CH2:12][CH2:13][CH2:14][CH2:15][CH2:16][CH2:17][C:18]([NH2:19])=[N:33][NH:32][C:24](=[O:31])[C:25]1[CH:30]=[CH:29][CH:28]=[CH:27][CH:26]=1)[CH3:9]. The catalyst class is: 8.